From a dataset of Forward reaction prediction with 1.9M reactions from USPTO patents (1976-2016). Predict the product of the given reaction. (1) Given the reactants [C:1]([O:5][C:6](=[O:16])[C:7]1[CH:12]=[C:11]([O:13][CH3:14])[N:10]=[C:9](Cl)[CH:8]=1)([CH3:4])([CH3:3])[CH3:2].[CH2:17]([CH2:20][NH2:21])[CH:18]=C.O1CCOC[CH2:23]1, predict the reaction product. The product is: [C:1]([O:5][C:6](=[O:16])[C:7]1[CH:12]=[C:11]([O:13][CH3:14])[N:10]=[C:9]([N:21]([CH2:20][CH:17]=[CH2:18])[CH3:23])[CH:8]=1)([CH3:4])([CH3:3])[CH3:2]. (2) Given the reactants [Cl:1][C:2]1[N:7]=[C:6]([NH:8][CH2:9][CH2:10][CH2:11][CH2:12][S:13]([C:25]2[CH:26]=[C:27]([NH:34][C:35]([N:37]3[CH2:41][CH2:40][CH2:39][CH2:38]3)=[O:36])[CH:28]=[C:29]([N+:31]([O-])=O)[CH:30]=2)(=[N:15][S:16]([CH2:19][CH2:20][Si:21]([CH3:24])([CH3:23])[CH3:22])(=[O:18])=[O:17])=[O:14])[C:5]([I:42])=[CH:4][N:3]=1.Cl.[OH-].[Na+].C(OCC)(=O)C, predict the reaction product. The product is: [NH2:31][C:29]1[CH:28]=[C:27]([NH:34][C:35]([N:37]2[CH2:38][CH2:39][CH2:40][CH2:41]2)=[O:36])[CH:26]=[C:25]([S:13]([CH2:12][CH2:11][CH2:10][CH2:9][NH:8][C:6]2[C:5]([I:42])=[CH:4][N:3]=[C:2]([Cl:1])[N:7]=2)(=[N:15][S:16]([CH2:19][CH2:20][Si:21]([CH3:23])([CH3:24])[CH3:22])(=[O:17])=[O:18])=[O:14])[CH:30]=1. (3) The product is: [C:22]([OH:27])(=[O:26])[C:23]([OH:25])=[O:24].[NH2:1][CH:4]([CH:17]([F:18])[F:19])[CH2:5][NH:6][C:7](=[O:16])[O:8][CH2:9][C:10]1[CH:11]=[CH:12][CH:13]=[CH:14][CH:15]=1. Given the reactants [N:1]([CH:4]([CH:17]([F:19])[F:18])[CH2:5][NH:6][C:7](=[O:16])[O:8][CH2:9][C:10]1[CH:15]=[CH:14][CH:13]=[CH:12][CH:11]=1)=[N+]=[N-].[BH4-].[Na+].[C:22]([OH:27])(=[O:26])[C:23]([OH:25])=[O:24], predict the reaction product. (4) Given the reactants [Cl:1][C:2]1[C:7]([C:8]2[CH:13]=[CH:12][C:11]([C:14]([F:17])([F:16])[F:15])=[CH:10][CH:9]=2)=[CH:6][C:5]([C:18]2([C:23]([O:25]CC)=[O:24])[CH2:22][CH2:21][CH2:20][CH2:19]2)=[CH:4][C:3]=1[O:28][CH2:29][C:30]([F:33])([F:32])[F:31].[Li+].[OH-], predict the reaction product. The product is: [Cl:1][C:2]1[C:7]([C:8]2[CH:13]=[CH:12][C:11]([C:14]([F:17])([F:16])[F:15])=[CH:10][CH:9]=2)=[CH:6][C:5]([C:18]2([C:23]([OH:25])=[O:24])[CH2:22][CH2:21][CH2:20][CH2:19]2)=[CH:4][C:3]=1[O:28][CH2:29][C:30]([F:31])([F:32])[F:33]. (5) Given the reactants Br[C:2]1[CH:10]=[C:9]2[C:5]([CH2:6][CH2:7][C:8]2=[O:11])=[CH:4][C:3]=1[N+:12]([O-:14])=[O:13].[C:15]1([CH2:21][SH:22])[CH:20]=[CH:19][CH:18]=[CH:17][CH:16]=1.C([O-])([O-])=O.[K+].[K+], predict the reaction product. The product is: [CH2:21]([S:22][C:2]1[CH:10]=[C:9]2[C:5]([CH2:6][CH2:7][C:8]2=[O:11])=[CH:4][C:3]=1[N+:12]([O-:14])=[O:13])[C:15]1[CH:20]=[CH:19][CH:18]=[CH:17][CH:16]=1. (6) Given the reactants [CH3:1][NH:2][C:3]1[CH:4]=[N:5][CH:6]=[CH:7][C:8]=1[C:9]1[CH:14]=[CH:13][CH:12]=[CH:11][C:10]=1[CH3:15].[CH3:16][C:17]1[CH:25]=[CH:24][C:20]([C:21]([OH:23])=O)=[CH:19][C:18]=1[C:26]([F:29])([F:28])[F:27], predict the reaction product. The product is: [CH3:16][C:17]1[CH:25]=[CH:24][C:20]([C:21]([N:2]([CH3:1])[C:3]2[CH:4]=[N:5][CH:6]=[CH:7][C:8]=2[C:9]2[CH:14]=[CH:13][CH:12]=[CH:11][C:10]=2[CH3:15])=[O:23])=[CH:19][C:18]=1[C:26]([F:29])([F:28])[F:27]. (7) Given the reactants [CH3:1][C:2]1[CH:10]=[CH:9][C:8]2[NH:7][C:6]3[CH:11]4[CH2:16][CH2:15][N:14]([C:5]=3[C:4]=2[CH:3]=1)[CH2:13][CH2:12]4.[Cl:17][C:18]1[CH:23]=[CH:22][C:21]([S:24](Cl)(=[O:26])=[O:25])=[CH:20][CH:19]=1, predict the reaction product. The product is: [Cl:17][C:18]1[CH:23]=[CH:22][C:21]([S:24]([N:7]2[C:8]3[CH:9]=[CH:10][C:2]([CH3:1])=[CH:3][C:4]=3[C:5]3[N:14]4[CH2:15][CH2:16][CH:11]([C:6]2=3)[CH2:12][CH2:13]4)(=[O:26])=[O:25])=[CH:20][CH:19]=1. (8) Given the reactants [CH2:1]([O:3][C:4]([C:6]1[C:11](=[O:12])[NH:10][C:9]2[CH:13]=[CH:14][S:15][C:8]=2[C:7]=1[N:16]1[CH2:21][CH2:20][N:19]([C:22]([C:24]2[O:25][CH:26]=[CH:27][CH:28]=2)=[O:23])[CH2:18][CH2:17]1)=[O:5])[CH3:2].Cl[CH2:30][C:31]([C:33]1[CH:38]=[CH:37][CH:36]=[CH:35][CH:34]=1)=[O:32].C(OC(C1C(=O)N(CC2C=CC(F)=CC=2)C2C=CSC=2C=1N1CCN(C(C2OC=CC=2)=O)CC1)=O)C, predict the reaction product. The product is: [CH2:1]([O:3][C:4]([C:6]1[C:11](=[O:12])[N:10]([CH2:30][C:31](=[O:32])[C:33]2[CH:38]=[CH:37][CH:36]=[CH:35][CH:34]=2)[C:9]2[CH:13]=[CH:14][S:15][C:8]=2[C:7]=1[N:16]1[CH2:21][CH2:20][N:19]([C:22]([C:24]2[O:25][CH:26]=[CH:27][CH:28]=2)=[O:23])[CH2:18][CH2:17]1)=[O:5])[CH3:2]. (9) The product is: [C:1]([NH:4][C:5]1[C:14]([Cl:15])=[CH:13][C:8]([C:9]([O:11][CH3:12])=[O:10])=[C:7]2[C:6]=1[CH:19]=[CH:18][CH2:17][O:16]2)(=[O:3])[CH3:2]. Given the reactants [C:1]([NH:4][C:5]1[C:14]([Cl:15])=[CH:13][C:8]([C:9]([O:11][CH3:12])=[O:10])=[C:7]([O:16][CH2:17][C:18]#[CH:19])[CH:6]=1)(=[O:3])[CH3:2].C1C=CC(C2C=CC=CC=2)=CC=1.C1C=CC(OC2C=CC=CC=2)=CC=1, predict the reaction product.